This data is from Forward reaction prediction with 1.9M reactions from USPTO patents (1976-2016). The task is: Predict the product of the given reaction. (1) The product is: [CH3:1][O:2][C:3](=[O:19])[C:4]([S:9]([C:12]1[CH:17]=[CH:16][C:15]([Cl:38])=[CH:14][CH:13]=1)(=[O:11])=[O:10])=[CH:5][O:6][CH2:7][CH3:8]. Given the reactants [CH3:1][O:2][C:3](=[O:19])[C:4]([S:9]([C:12]1[CH:17]=[CH:16][CH:15]=[C:14](Cl)[CH:13]=1)(=[O:11])=[O:10])=[CH:5][O:6][CH2:7][CH3:8].COC(=O)C(S(C1C=CC(F)=C([Cl:38])C=1)(=O)=O)=COCC.COC(=O)C(S(C1C=C(Cl)C=C(Cl)C=1)(=O)=O)=COCC.COC(=O)C(S(C1C=CC(F)=CC=1)(=O)=O)=COCC.COC(=O)C(S(C1C=C(F)C=C(C#N)C=1)(=O)=O)=COCC, predict the reaction product. (2) Given the reactants [CH3:1][O:2][C:3]1[CH:8]=[CH:7][C:6]([CH:9]=[CH:10][C:11]2[O:15][N:14]=[C:13]([CH2:16][CH2:17][CH3:18])[N:12]=2)=[CH:5][C:4]=1[NH2:19].N1C=CC=CC=1.[CH3:26][S:27](Cl)(=[O:29])=[O:28], predict the reaction product. The product is: [CH3:1][O:2][C:3]1[CH:8]=[CH:7][C:6]([CH:9]=[CH:10][C:11]2[O:15][N:14]=[C:13]([CH2:16][CH2:17][CH3:18])[N:12]=2)=[CH:5][C:4]=1[NH:19][S:27]([CH3:26])(=[O:29])=[O:28]. (3) The product is: [NH2:17][CH:14]1[CH2:13][CH2:12][N:11]([C:10]2[C:4]3[CH:3]=[C:2]([Cl:1])[CH:39]=[CH:38][C:5]=3[N:6]([CH3:37])[C:7](=[O:36])[CH:8]([CH2:25][C:26]3[CH:35]=[CH:34][C:33]4[C:28](=[CH:29][CH:30]=[CH:31][CH:32]=4)[CH:27]=3)[N:9]=2)[CH2:16][CH2:15]1. Given the reactants [Cl:1][C:2]1[CH:39]=[CH:38][C:5]2[N:6]([CH3:37])[C:7](=[O:36])[CH:8]([CH2:25][C:26]3[CH:35]=[CH:34][C:33]4[C:28](=[CH:29][CH:30]=[CH:31][CH:32]=4)[CH:27]=3)[N:9]=[C:10]([N:11]3[CH2:16][CH2:15][CH:14]([NH:17]C(=O)OC(C)(C)C)[CH2:13][CH2:12]3)[C:4]=2[CH:3]=1.FC(F)(F)C(O)=O, predict the reaction product. (4) The product is: [CH3:31][CH:28]1[CH2:27][CH2:26][N:25]([CH:22]2[CH2:21][CH2:20][N:19]([S:16]([C:3]3[CH:4]=[C:5]([C:8]([C:10]4[CH:11]=[CH:12][CH:13]=[CH:14][CH:15]=4)=[O:9])[CH:6]=[CH:7][C:2]=3[O:1][CH2:36][C:35]#[CH:34])(=[O:18])=[O:17])[CH2:24][CH2:23]2)[CH2:30][CH2:29]1. Given the reactants [OH:1][C:2]1[CH:7]=[CH:6][C:5]([C:8]([C:10]2[CH:15]=[CH:14][CH:13]=[CH:12][CH:11]=2)=[O:9])=[CH:4][C:3]=1[S:16]([N:19]1[CH2:24][CH2:23][CH:22]([N:25]2[CH2:30][CH2:29][CH:28]([CH3:31])[CH2:27][CH2:26]2)[CH2:21][CH2:20]1)(=[O:18])=[O:17].[H-].[Na+].[CH2:34](Br)[C:35]#[CH:36], predict the reaction product. (5) Given the reactants [CH2:1]([OH:4])[CH2:2][OH:3].[Cl:5][C:6]1[CH:13]=[CH:12][C:9]([CH:10]=O)=[C:8]([O:14][C:15]2[CH:20]=[CH:19][C:18]([Cl:21])=[C:17]([N+:22]([O-:24])=[O:23])[CH:16]=2)[CH:7]=1, predict the reaction product. The product is: [Cl:5][C:6]1[CH:13]=[CH:12][C:9]([CH:10]2[O:4][CH2:1][CH2:2][O:3]2)=[C:8]([O:14][C:15]2[CH:20]=[CH:19][C:18]([Cl:21])=[C:17]([N+:22]([O-:24])=[O:23])[CH:16]=2)[CH:7]=1. (6) The product is: [C:53]([C:57]1[CH:83]=[CH:82][C:27]([C:25]([NH:24][C:21]2([C:18]3[CH:17]=[CH:16][C:15]([C:14]4[CH:13]=[CH:12][N:11]=[C:10]5[NH:36][C:7]([C:5]6[CH:4]=[N:3][N:2]([CH3:1])[CH:6]=6)=[N:8][C:9]=45)=[CH:20][CH:19]=3)[CH2:22][CH2:23]2)=[O:26])=[CH:59][CH:58]=1)([CH3:56])([CH3:55])[CH3:54]. Given the reactants [CH3:1][N:2]1[CH:6]=[C:5]([C:7]2[NH:36][C:10]3=[N:11][CH:12]=[CH:13][C:14]([C:15]4[CH:20]=[CH:19][C:18]([C:21]5([NH:24][C:25]([C:27]6OC(C(C)(C)C)=NN=6)=[O:26])[CH2:23][CH2:22]5)=[CH:17][CH:16]=4)=[C:9]3[N:8]=2)[CH:4]=[N:3]1.ClC1C=CN=C2NC(C3C=NN(C)C=3)=NC=12.[C:53]([C:57]1[CH:83]=[CH:82]C(C(NC2(C3C=CC(B4OC(C)(C)C(C)(C)O4)=CC=3)CC2)=O)=[CH:59][CH:58]=1)([CH3:56])([CH3:55])[CH3:54].P([O-])([O-])([O-])=O.[K+].[K+].[K+].C([O-])(=O)C.[Na+].C(#N)C, predict the reaction product. (7) Given the reactants [CH3:1][O:2][C:3](=[O:24])[CH2:4][C:5]1[C:6](=[O:23])[N:7]([CH2:16][C:17]2[CH:22]=[CH:21][CH:20]=[CH:19][CH:18]=2)[C:8]2[C:13]([CH:14]=1)=[CH:12][CH:11]=[C:10]([OH:15])[CH:9]=2.COC(=O)C.[C:30]([O:34][C:35](=[O:41])[NH:36][CH2:37][CH2:38][CH2:39]Br)([CH3:33])([CH3:32])[CH3:31], predict the reaction product. The product is: [CH3:1][O:2][C:3](=[O:24])[CH2:4][C:5]1[C:6](=[O:23])[N:7]([CH2:16][C:17]2[CH:22]=[CH:21][CH:20]=[CH:19][CH:18]=2)[C:8]2[C:13]([CH:14]=1)=[CH:12][CH:11]=[C:10]([O:15][CH2:39][CH2:38][CH2:37][NH:36][C:35]([O:34][C:30]([CH3:31])([CH3:33])[CH3:32])=[O:41])[CH:9]=2.